This data is from Peptide-MHC class II binding affinity with 134,281 pairs from IEDB. The task is: Regression. Given a peptide amino acid sequence and an MHC pseudo amino acid sequence, predict their binding affinity value. This is MHC class II binding data. (1) The peptide sequence is SEFENDEHIILYLVN. The MHC is HLA-DPA10201-DPB10101 with pseudo-sequence HLA-DPA10201-DPB10101. The binding affinity (normalized) is 0.767. (2) The peptide sequence is QGSVITVQGADDIKK. The MHC is DRB1_0405 with pseudo-sequence DRB1_0405. The binding affinity (normalized) is 0.411.